This data is from Experimentally validated miRNA-target interactions with 360,000+ pairs, plus equal number of negative samples. The task is: Binary Classification. Given a miRNA mature sequence and a target amino acid sequence, predict their likelihood of interaction. (1) The miRNA is hsa-miR-208b-5p with sequence AAGCUUUUUGCUCGAAUUAUGU. The protein sequence of the target gene is MEAARPFAREWRAQSLPLAVGGVLKLRLCELWLLLLGSSLNARFLPDEEDVDFINEYVNLHNELRGDVIPRGSNLRFMTWDVALSRTARAWGKKCLFTHNIYLQDVQMVHPKFYGIGENMWVGPENEFTASIAIRSWHAEKKMYNFENGSCSGDCSNYIQLVWDHSYKVGCAVTPCSKIGHIIHAAIFICNYAPGGTLTRRPYEPGIFCTRCGRRDKCTDFLCSNADRDQATYYRFWYPKWEMPRPVVCDPLCTFILLLRILCFILCVITVLIVQSQFPNILLEQQMIFTPEESEAGNEE.... Result: 0 (no interaction). (2) The miRNA is hsa-miR-1468-3p with sequence AGCAAAAUAAGCAAAUGGAAAA. The protein sequence of the target gene is MGNQLAGIAPSQILSVESYFSDIHDFEYDKSLGSTRFFKVARAKHREGLVVVKVFAIQDPTLPLTSYKQELEELKIRLHSAQNCLPFQKAAEKASEKAAMLFRQYVRDNLYDRISTRPFLNNIEKRWIAFQILTAVDQAHKSGVRHGDIKTENVMVTSWNWVLLTDFASFKPTYLPEDNPADFNYFFDTSRRRTCYIAPERFVDGGMFATELEYMRDPSTPLVDLNSNQRARGELKRAMDIFSAGCVIAELFTEGVPLFDLSQLLAYRNGHFFPEQVLNKIEDRSIRDLVTQMINREPEK.... Result: 0 (no interaction).